From a dataset of Full USPTO retrosynthesis dataset with 1.9M reactions from patents (1976-2016). Predict the reactants needed to synthesize the given product. (1) Given the product [CH:23]1[CH:22]=[CH:21][C:19]([NH:20][C:3](/[CH:2]=[N:26]/[OH:27])=[O:5])=[CH:18][CH:17]=1, predict the reactants needed to synthesize it. The reactants are: Cl[C:2](Cl)(Cl)[CH:3]([OH:5])O.S([O-])([O-])(=O)=O.[Na+].[Na+].C([C:17]1[CH:18]=[C:19]([CH:21]=[CH:22][CH:23]=1)[NH2:20])C.Cl.Cl.[NH2:26][OH:27]. (2) Given the product [O:8]=[C:4]1[CH:3]=[C:2]([O:1][CH:14]2[CH2:19][CH2:18][N:17]([C:20]([O:22][CH:23]([CH3:25])[CH3:24])=[O:21])[CH2:16][CH2:15]2)[CH:7]=[CH:6][NH:5]1, predict the reactants needed to synthesize it. The reactants are: [OH:1][C:2]1[CH:7]=[CH:6][NH:5][C:4](=[O:8])[CH:3]=1.CS(O[CH:14]1[CH2:19][CH2:18][N:17]([C:20]([O:22][CH:23]([CH3:25])[CH3:24])=[O:21])[CH2:16][CH2:15]1)(=O)=O.C(=O)([O-])[O-].[K+].[K+]. (3) Given the product [CH3:41][O:40][C:38](=[O:39])[CH2:37][N:2]1[CH:3]=[C:4]([C:6]2[N:11]3[N:12]=[C:13]([NH:15][C:16]4[CH:17]=[CH:18][C:19]([O:22][CH2:23][CH2:24][N:25]5[CH2:29][CH2:28][CH2:27][CH2:26]5)=[CH:20][CH:21]=4)[N:14]=[C:10]3[CH:9]=[CH:8][CH:7]=2)[CH:5]=[N:1]1, predict the reactants needed to synthesize it. The reactants are: [NH:1]1[CH:5]=[C:4]([C:6]2[N:11]3[N:12]=[C:13]([NH:15][C:16]4[CH:21]=[CH:20][C:19]([O:22][CH2:23][CH2:24][N:25]5[CH2:29][CH2:28][CH2:27][CH2:26]5)=[CH:18][CH:17]=4)[N:14]=[C:10]3[CH:9]=[CH:8][CH:7]=2)[CH:3]=[N:2]1.C(=O)([O-])[O-].[Cs+].[Cs+].Br[CH2:37][C:38]([O:40][CH3:41])=[O:39]. (4) Given the product [Cl:8][C:7]1[C:6]([N:19]2[CH2:22][CH:21]([C:23]([NH:25][C:26]3[CH:27]=[CH:28][C:29]([S:32]([CH:35]4[CH2:36][CH2:37][N:38]([C:41]([O:43][C:44]([CH3:47])([CH3:46])[CH3:45])=[O:42])[CH2:39][CH2:40]4)(=[O:34])=[O:33])=[CH:30][CH:31]=3)=[O:24])[CH2:20]2)=[CH:5][N:4]=[N:3][C:2]=1[Cl:1], predict the reactants needed to synthesize it. The reactants are: [Cl:1][C:2]1[N:3]=[N:4][CH:5]=[C:6](Cl)[C:7]=1[Cl:8].C(N(C(C)C)C(C)C)C.[NH:19]1[CH2:22][CH:21]([C:23]([NH:25][C:26]2[CH:31]=[CH:30][C:29]([S:32]([CH:35]3[CH2:40][CH2:39][N:38]([C:41]([O:43][C:44]([CH3:47])([CH3:46])[CH3:45])=[O:42])[CH2:37][CH2:36]3)(=[O:34])=[O:33])=[CH:28][CH:27]=2)=[O:24])[CH2:20]1. (5) Given the product [C:4]([O:11][CH2:8][CH:9]=[CH2:10])(=[O:5])[CH2:3][CH2:2][C:1]([OH:6])=[O:7], predict the reactants needed to synthesize it. The reactants are: [C:1]1(=[O:7])[O:6][C:4](=[O:5])[CH2:3][CH2:2]1.[CH2:8]([OH:11])[CH:9]=[CH2:10].C(N(CC)C(C)C)(C)C.Cl. (6) Given the product [O:37]=[C:28]1[C:29]2[C:30](=[CH:33][CH:34]=[CH:35][CH:36]=2)[C:31](=[O:32])[N:27]1[CH2:26][CH:18]([C:14]1[CH:15]=[CH:16][CH:17]=[C:12]([C:11]([F:23])([F:24])[F:10])[CH:13]=1)[C:19]([O:21][CH3:22])=[O:20], predict the reactants needed to synthesize it. The reactants are: CN1C(=O)N(C)CCC1.[F:10][C:11]([F:24])([F:23])[C:12]1[CH:13]=[C:14]([CH2:18][C:19]([O:21][CH3:22])=[O:20])[CH:15]=[CH:16][CH:17]=1.Br[CH2:26][N:27]1[C:31](=[O:32])[C:30]2=[CH:33][CH:34]=[CH:35][CH:36]=[C:29]2[C:28]1=[O:37].Cl.